From a dataset of Reaction yield outcomes from USPTO patents with 853,638 reactions. Predict the reaction yield, written as a fraction of the theoretical maximum amount of product (1.0 means a 100% yield; for example, 0.34 means a 34% yield). (1) The yield is 0.750. The reactants are Cl.ClCCCOC1C=[C:15]2C(C=N[C:13]([NH:17][C:18]3[CH:19]=[N:20][N:21]([CH2:23][C:24]([NH:26][C:27]4[CH:32]=[CH:31][CH:30]=[C:29]([F:33])[C:28]=4[F:34])=[O:25])[CH:22]=3)=[N:14]2)=CC=1.[C:35]1(=O)[NH:39][C:38](=[O:40])[C:37]2=[CH:41][CH:42]=[CH:43][CH:44]=[C:36]12.[K].[C:47](=[O:50])([O-])[O-].[K+].[K+].[I-].[K+].C(=O)([O-])O.[Na+].[CH2:60]([O:62][CH2:63][CH3:64])[CH3:61]. The product is [F:34][C:28]1[C:29]([F:33])=[CH:30][CH:31]=[CH:32][C:27]=1[NH:26][C:24](=[O:25])[CH2:23][N:21]1[CH:22]=[C:18]([NH:17][C:13]2[C:28]3[C:27](=[CH:61][C:60]([O:62][CH2:63][CH2:64][CH2:35][N:39]4[C:38](=[O:40])[C:37]5[C:41](=[CH:42][CH:43]=[CH:44][CH:36]=5)[C:47]4=[O:50])=[CH:30][CH:29]=3)[N:26]=[CH:15][N:14]=2)[CH:19]=[N:20]1. The catalyst is CC(N(C)C)=O. (2) The reactants are [CH3:1][N:2]1[CH2:7][CH2:6][C@H:5]([C:8]2[CH:13]=[CH:12][C:11]([Cl:14])=[C:10]([Cl:15])[CH:9]=2)[C@H:4]([CH2:16][O:17][CH2:18][CH3:19])[CH2:3]1.C(C(C(O)=O)(O)C(C(=O)C1C=CC=CC=1)(O)C(O)=O)(=O)C1C=CC=CC=1.[BrH:46]. The catalyst is C(O)C.[OH-].[Na+].C(OCC)C. The product is [BrH:46].[CH3:1][N:2]1[CH2:7][CH2:6][C@H:5]([C:8]2[CH:13]=[CH:12][C:11]([Cl:14])=[C:10]([Cl:15])[CH:9]=2)[C@H:4]([CH2:16][O:17][CH2:18][CH3:19])[CH2:3]1. The yield is 0.280.